The task is: Predict the product of the given reaction.. This data is from Forward reaction prediction with 1.9M reactions from USPTO patents (1976-2016). (1) Given the reactants C([Li])CCC.[S:6]1[C:10]2[CH:11]=[CH:12][CH:13]=[CH:14][C:9]=2[N:8]=[CH:7]1.CON(C)[C:18](=[O:20])[CH3:19], predict the reaction product. The product is: [S:6]1[C:10]2[CH:11]=[CH:12][CH:13]=[CH:14][C:9]=2[N:8]=[C:7]1[C:18](=[O:20])[CH3:19]. (2) Given the reactants Cl[C:2]1[CH:24]=[CH:23][C:5]([C:6]([NH:8][C:9]2[CH:14]=[CH:13][CH:12]=[CH:11][C:10]=2[CH2:15][N:16]2[CH2:21][CH2:20][N:19]([CH3:22])[CH2:18][CH2:17]2)=[O:7])=[CH:4][N:3]=1.[CH3:25][C:26]1[CH:39]=[CH:38][C:29]([C:30]([NH:32][C:33]2[S:34][CH:35]=[CH:36][N:37]=2)=[O:31])=[CH:28][C:27]=1B1OC(C)(C)C(C)(C)O1, predict the reaction product. The product is: [CH3:22][N:19]1[CH2:20][CH2:21][N:16]([CH2:15][C:10]2[CH:11]=[CH:12][CH:13]=[CH:14][C:9]=2[NH:8][C:6](=[O:7])[C:5]2[CH:23]=[CH:24][C:2]([C:27]3[CH:28]=[C:29]([C:30](=[O:31])[NH:32][C:33]4[S:34][CH:35]=[CH:36][N:37]=4)[CH:38]=[CH:39][C:26]=3[CH3:25])=[N:3][CH:4]=2)[CH2:17][CH2:18]1. (3) Given the reactants Br[C:2]1[C:7]([Cl:8])=[CH:6][C:5]([N:9]2[C:18]3[C:13](=[CH:14][C:15]([S:19]([NH:22][C:23]4[CH:28]=[CH:27][N:26]=[CH:25][N:24]=4)(=[O:21])=[O:20])=[CH:16][CH:17]=3)[CH:12]=[CH:11][C:10]2=[O:29])=[C:4]([O:30][CH3:31])[CH:3]=1.[Cl:32][C:33]1[CH:38]=[CH:37][C:36](B(O)O)=[CH:35][C:34]=1[CH3:42].C(=O)([O-])[O-].[K+].[K+], predict the reaction product. The product is: [Cl:8][C:7]1[CH:6]=[C:5]([N:9]2[C:18]3[C:13](=[CH:14][C:15]([S:19]([NH:22][C:23]4[CH:28]=[CH:27][N:26]=[CH:25][N:24]=4)(=[O:20])=[O:21])=[CH:16][CH:17]=3)[CH:12]=[CH:11][C:10]2=[O:29])[C:4]([O:30][CH3:31])=[CH:3][C:2]=1[C:36]1[CH:37]=[CH:38][C:33]([Cl:32])=[C:34]([CH3:42])[CH:35]=1. (4) Given the reactants C1(C)C=CC(S(O[C@H:11]([CH3:18])[CH2:12][CH2:13][O:14][C:15](=[O:17])[CH3:16])(=O)=O)=CC=1.[Cl:20][C:21]1[CH:26]=[CH:25][C:24]([OH:27])=[C:23]([O:28][C:29]2[CH:34]=[CH:33][CH:32]=[CH:31][CH:30]=2)[CH:22]=1.C(=O)([O-])[O-].[Cs+].[Cs+], predict the reaction product. The product is: [Cl:20][C:21]1[CH:26]=[CH:25][C:24]([O:27][CH:11]([CH3:18])[CH2:12][CH2:13][O:14][C:15](=[O:17])[CH3:16])=[C:23]([O:28][C:29]2[CH:34]=[CH:33][CH:32]=[CH:31][CH:30]=2)[CH:22]=1. (5) Given the reactants [CH2:1]([C@H:8]1[CH2:12][O:11][C:10](=[O:13])[N:9]1[C:14](=[O:26])/[CH:15]=[CH:16]/[C:17]1[CH:22]=[C:21]([F:23])[C:20]([F:24])=[CH:19][C:18]=1[F:25])[C:2]1[CH:7]=[CH:6][CH:5]=[CH:4][CH:3]=1.C([CH2:34][N:35]([CH2:40]OC)[Si](C)(C)C)C1C=CC=CC=1.C(O)(C(F)(F)F)=O.[C:50]1([CH3:56])[CH:55]=[CH:54][CH:53]=[CH:52][CH:51]=1, predict the reaction product. The product is: [CH2:1]([C@H:8]1[CH2:12][O:11][C:10](=[O:13])[N:9]1[C:14]([C@@H:15]1[C@@H:16]([C:17]2[CH:22]=[C:21]([F:23])[C:20]([F:24])=[CH:19][C:18]=2[F:25])[CH2:40][N:35]([CH2:56][C:50]2[CH:55]=[CH:54][CH:53]=[CH:52][CH:51]=2)[CH2:34]1)=[O:26])[C:2]1[CH:7]=[CH:6][CH:5]=[CH:4][CH:3]=1. (6) Given the reactants [CH3:1][C:2]1[NH:3][C:4]([CH2:8][NH:9][CH:10]2[CH2:15][CH2:14][N:13]([C:16]([O:18][C:19]([CH3:22])([CH3:21])[CH3:20])=[O:17])[CH2:12][CH2:11]2)=[C:5]([CH3:7])[N:6]=1.C1CCN2C(=NCCC2)CC1.[C:34](=O)([O-])[O-:35].[K+].[K+], predict the reaction product. The product is: [CH3:1][C:2]1[N:3]2[C:34](=[O:35])[N:9]([CH:10]3[CH2:15][CH2:14][N:13]([C:16]([O:18][C:19]([CH3:22])([CH3:21])[CH3:20])=[O:17])[CH2:12][CH2:11]3)[CH2:8][C:4]2=[C:5]([CH3:7])[N:6]=1.